From a dataset of Reaction yield outcomes from USPTO patents with 853,638 reactions. Predict the reaction yield, written as a fraction of the theoretical maximum amount of product (1.0 means a 100% yield; for example, 0.34 means a 34% yield). (1) The reactants are [NH2:1][C:2]1[CH:3]=[C:4]([N:8]2[C:13](=[O:14])[N:12]([CH2:15][C:16]3[CH:21]=[CH:20][C:19]([Cl:22])=[CH:18][CH:17]=3)[C:11](=[O:23])[C:10]([O:24][CH3:25])=[N:9]2)[CH:5]=[CH:6][CH:7]=1.CN(C=O)C.C(N(C(C)C)CC)(C)C.[CH3:40][O:41][CH2:42][C:43](Cl)=[O:44]. The catalyst is C(=O)([O-])[O-].[Na+].[Na+]. The product is [Cl:22][C:19]1[CH:20]=[CH:21][C:16]([CH2:15][N:12]2[C:11](=[O:23])[C:10]([O:24][CH3:25])=[N:9][N:8]([C:4]3[CH:3]=[C:2]([NH:1][C:43](=[O:44])[CH2:42][O:41][CH3:40])[CH:7]=[CH:6][CH:5]=3)[C:13]2=[O:14])=[CH:17][CH:18]=1. The yield is 0.700. (2) The reactants are [C:1]([C:5]1[N:9]([CH2:10][CH:11]2[CH2:16][CH2:15][O:14][CH2:13][CH2:12]2)[C:8]2[CH:17]=[CH:18][C:19]([S:21]([N:24]3[CH2:27][CH:26]([NH:28]C(=O)OC(C)(C)C)[CH2:25]3)(=[O:23])=[O:22])=[CH:20][C:7]=2[N:6]=1)([CH3:4])([CH3:3])[CH3:2].C(O)(C(F)(F)F)=O. The catalyst is C(Cl)Cl. The product is [C:1]([C:5]1[N:9]([CH2:10][CH:11]2[CH2:16][CH2:15][O:14][CH2:13][CH2:12]2)[C:8]2[CH:17]=[CH:18][C:19]([S:21]([N:24]3[CH2:25][CH:26]([NH2:28])[CH2:27]3)(=[O:23])=[O:22])=[CH:20][C:7]=2[N:6]=1)([CH3:4])([CH3:2])[CH3:3]. The yield is 0.860. (3) The reactants are [NH2:1][C:2]1[CH:3]=[CH:4][C:5]2[O:10][C@:9]([CH:12]([O:15][CH3:16])[O:13][CH3:14])([CH3:11])[C@H:8]([OH:17])[C@@H:7]([N:18]3[C:22]4[CH:23]=[CH:24][CH:25]=[CH:26][C:21]=4[O:20][C:19]3=[S:27])[C:6]=2[CH:28]=1.[CH3:29][S:30](Cl)(=[O:32])=[O:31]. The catalyst is ClCCl. The product is [CH3:29][S:30]([NH:1][C:2]1[CH:3]=[CH:4][C:5]2[O:10][C@:9]([CH:12]([O:15][CH3:16])[O:13][CH3:14])([CH3:11])[C@H:8]([OH:17])[C@@H:7]([N:18]3[C:22]4[CH:23]=[CH:24][CH:25]=[CH:26][C:21]=4[O:20][C:19]3=[S:27])[C:6]=2[CH:28]=1)(=[O:32])=[O:31]. The yield is 0.640.